From a dataset of Full USPTO retrosynthesis dataset with 1.9M reactions from patents (1976-2016). Predict the reactants needed to synthesize the given product. (1) The reactants are: [OH:1][C:2]1[CH:3]=[C:4]2[C:9](=[CH:10][C:11]=1[O:12][CH3:13])[N:8]=[C:7]([C:14]1[CH:19]=[CH:18][CH:17]=[C:16]([N+:20]([O-:22])=[O:21])[CH:15]=1)[N:6]=[C:5]2[NH:23][C:24]1[CH:25]=[C:26]2[C:30](=[CH:31][CH:32]=1)[N:29]([C:33]([O:35][C:36]([CH3:39])([CH3:38])[CH3:37])=[O:34])[N:28]=[CH:27]2.Cl[CH2:41][CH2:42][CH2:43][N:44]1[CH2:49][CH2:48][O:47][CH2:46][CH2:45]1.C([O-])([O-])=O.[K+].[K+]. Given the product [CH3:13][O:12][C:11]1[CH:10]=[C:9]2[C:4]([C:5]([NH:23][C:24]3[CH:25]=[C:26]4[C:30](=[CH:31][CH:32]=3)[N:29]([C:33]([O:35][C:36]([CH3:39])([CH3:38])[CH3:37])=[O:34])[N:28]=[CH:27]4)=[N:6][C:7]([C:14]3[CH:19]=[CH:18][CH:17]=[C:16]([N+:20]([O-:22])=[O:21])[CH:15]=3)=[N:8]2)=[CH:3][C:2]=1[O:1][CH2:41][CH2:42][CH2:43][N:44]1[CH2:49][CH2:48][O:47][CH2:46][CH2:45]1, predict the reactants needed to synthesize it. (2) Given the product [N:1]1([CH2:10][C:11]2[CH:12]=[CH:13][C:14]([C:15]([NH:26][C:23]3[CH:22]=[C:21]([CH3:20])[O:25][N:24]=3)=[O:17])=[CH:18][CH:19]=2)[C:5]2[CH:6]=[CH:7][CH:8]=[CH:9][C:4]=2[N:3]=[CH:2]1, predict the reactants needed to synthesize it. The reactants are: [N:1]1([CH2:10][C:11]2[CH:19]=[CH:18][C:14]([C:15]([OH:17])=O)=[CH:13][CH:12]=2)[C:5]2[CH:6]=[CH:7][CH:8]=[CH:9][C:4]=2[N:3]=[CH:2]1.[CH3:20][C:21]1[O:25][N:24]=[C:23]([NH2:26])[CH:22]=1. (3) Given the product [C:1]([O:5][C:6]([NH:8][C@@H:9]([CH2:42][C:43]1[CH:48]=[CH:47][CH:46]=[CH:45][CH:44]=1)[CH2:10][C@H:11]([OH:15])[C@@H:12]([NH:13][C:18](=[O:19])[O:20][CH2:21][C:22]1[CH:23]=[CH:24][CH:25]=[CH:26][CH:27]=1)[CH2:28][C:29]1[CH:34]=[CH:33][C:32]([C:56]2[CH:61]=[CH:60][CH:59]=[CH:58][N:57]=2)=[CH:31][CH:30]=1)=[O:7])([CH3:4])([CH3:2])[CH3:3], predict the reactants needed to synthesize it. The reactants are: [C:1]([O:5][C:6]([NH:8][C@@H:9]([CH2:42][C:43]1[CH:48]=[CH:47][CH:46]=[CH:45][CH:44]=1)[CH2:10][C@@H:11]1[O:15]C(C)(C)[N:13]([C:18]([O:20][CH2:21][C:22]2[CH:27]=[CH:26][CH:25]=[CH:24][CH:23]=2)=[O:19])[C@H:12]1[CH2:28][C:29]1[CH:34]=[CH:33][C:32](OC(=O)C(F)(F)F)=[CH:31][CH:30]=1)=[O:7])([CH3:4])([CH3:3])[CH3:2].[Li+].[Cl-].C([Sn](CCCC)(CCCC)[C:56]1[CH:61]=[CH:60][CH:59]=[CH:58][N:57]=1)CCC.C(N(CC)CC)C.C(OC(OC(C)(C)C)=O)(OC(C)(C)C)=O. (4) Given the product [CH2:26]([N:28]1[CH2:31][CH:30]([CH2:32][NH:33][C:2]2[CH:7]=[CH:6][CH:5]=[CH:4][C:3]=2[S:8]([NH:11][C:12]2[C:21]([C:22]([OH:24])=[O:23])=[C:20]3[C:15]([CH:16]4[CH2:25][CH:17]4[CH2:18][O:19]3)=[CH:14][CH:13]=2)(=[O:10])=[O:9])[CH2:29]1)[CH3:27], predict the reactants needed to synthesize it. The reactants are: F[C:2]1[CH:7]=[CH:6][CH:5]=[CH:4][C:3]=1[S:8]([NH:11][C:12]1[C:21]([C:22]([OH:24])=[O:23])=[C:20]2[C:15]([CH:16]3[CH2:25][CH:17]3[CH2:18][O:19]2)=[CH:14][CH:13]=1)(=[O:10])=[O:9].[CH2:26]([N:28]1[CH2:31][CH:30]([CH2:32][NH2:33])[CH2:29]1)[CH3:27]. (5) Given the product [Cl:14][C:15]1[CH:16]=[CH:17][C:18]([N:21]2[CH2:22][CH2:23][N:24]([CH2:2][C:3]3[CH:8]=[CH:7][C:6]([CH2:9][NH:10][C:11](=[O:13])[CH3:12])=[CH:5][CH:4]=3)[CH2:25][CH2:26]2)=[N:19][CH:20]=1, predict the reactants needed to synthesize it. The reactants are: Cl[CH2:2][C:3]1[CH:8]=[CH:7][C:6]([CH2:9][NH:10][C:11](=[O:13])[CH3:12])=[CH:5][CH:4]=1.[Cl:14][C:15]1[CH:16]=[CH:17][C:18]([N:21]2[CH2:26][CH2:25][NH:24][CH2:23][CH2:22]2)=[N:19][CH:20]=1.C(=O)([O-])[O-].[K+].[K+].O. (6) Given the product [F:18][C:19]1[CH:20]=[C:21]([CH:24]=[C:25]([C:27]([F:28])([F:29])[F:30])[CH:26]=1)[CH2:22][N:12]1[C:13]([CH3:17])([CH3:16])[C:14](=[O:15])[N:11]1[CH:2]1[CH:3]2[CH2:4][CH:5]3[CH2:6][CH:7]([CH2:8][CH:1]1[CH2:10]3)[CH2:9]2, predict the reactants needed to synthesize it. The reactants are: [CH:1]12[CH2:10][CH:5]3[CH2:6][CH:7]([CH2:9][CH:3]([CH2:4]3)[CH:2]1[N:11]1[C:14](=[O:15])[C:13]([CH3:17])([CH3:16])[NH:12]1)[CH2:8]2.[F:18][C:19]1[CH:20]=[C:21]([CH:24]=[C:25]([C:27]([F:30])([F:29])[F:28])[CH:26]=1)[CH2:22]Br.